From a dataset of Catalyst prediction with 721,799 reactions and 888 catalyst types from USPTO. Predict which catalyst facilitates the given reaction. (1) Reactant: Cl.[CH2:2]([N:9]([CH2:13][CH2:14]Cl)[CH2:10][CH2:11]Cl)[C:3]1[CH:8]=[CH:7][CH:6]=[CH:5][CH:4]=1.Cl.[NH2:17][CH:18]1[CH2:23][CH2:22][CH2:21][N:20]([C:24]([O:26][C:27]([CH3:30])([CH3:29])[CH3:28])=[O:25])[CH2:19]1.C(=O)(O)[O-].[Na+]. The catalyst class is: 8. Product: [CH2:2]([N:9]1[CH2:13][CH2:14][N:17]([CH:18]2[CH2:23][CH2:22][CH2:21][N:20]([C:24]([O:26][C:27]([CH3:30])([CH3:29])[CH3:28])=[O:25])[CH2:19]2)[CH2:11][CH2:10]1)[C:3]1[CH:8]=[CH:7][CH:6]=[CH:5][CH:4]=1. (2) Reactant: [Br:1][C:2]1[C:11]2[CH:10]=[N:9][CH:8]=[CH:7][C:6]=2[C:5]([CH:12]=[N:13][OH:14])=[CH:4][CH:3]=1.ClN1C(=O)CCC1=O.[Cl:23][C:24]1[CH:29]=[C:28]([C:30]([C:32]([F:35])([F:34])[F:33])=[CH2:31])[CH:27]=[C:26]([Cl:36])[CH:25]=1.C(N(CC)CC)C. Product: [Br:1][C:2]1[CH:3]=[CH:4][C:5]([C:12]2[CH2:31][C:30]([C:28]3[CH:27]=[C:26]([Cl:36])[CH:25]=[C:24]([Cl:23])[CH:29]=3)([C:32]([F:33])([F:35])[F:34])[O:14][N:13]=2)=[C:6]2[C:11]=1[CH:10]=[N:9][CH:8]=[CH:7]2. The catalyst class is: 35. (3) Reactant: [CH3:1][O:2][C:3]1[CH:4]=[C:5]([OH:9])[CH:6]=[CH:7][CH:8]=1.C(=O)([O-])[O-].[K+].[K+].F[C:17]1[CH:22]=[C:21]([N:23]2[C:28](=[O:29])[CH:27]=[C:26]([C:30]([F:33])([F:32])[F:31])[N:25]([CH3:34])[C:24]2=[O:35])[C:20]([F:36])=[CH:19][C:18]=1[N+:37]([O-:39])=[O:38].Cl. Product: [F:36][C:20]1[C:21]([N:23]2[C:28](=[O:29])[CH:27]=[C:26]([C:30]([F:32])([F:31])[F:33])[N:25]([CH3:34])[C:24]2=[O:35])=[CH:22][C:17]([O:9][C:5]2[CH:6]=[CH:7][CH:8]=[C:3]([O:2][CH3:1])[CH:4]=2)=[C:18]([N+:37]([O-:39])=[O:38])[CH:19]=1. The catalyst class is: 9. (4) Reactant: C(Cl)(=O)C(Cl)=O.CS(C)=O.[OH:11][CH2:12][CH:13]1[CH2:17][CH2:16][C:15](=[O:18])[N:14]1[CH2:19][CH2:20][CH2:21][C:22]1[S:26][C:25]([C:27]([O:29][CH3:30])=[O:28])=[CH:24][CH:23]=1.CCN(CC)CC. Product: [CH:12]([CH:13]1[CH2:17][CH2:16][C:15](=[O:18])[N:14]1[CH2:19][CH2:20][CH2:21][C:22]1[S:26][C:25]([C:27]([O:29][CH3:30])=[O:28])=[CH:24][CH:23]=1)=[O:11]. The catalyst class is: 2. (5) Reactant: [F:1][C:2]1[CH:50]=[CH:49][C:5]([C:6]([N:8](C(=O)C2C=CC(F)=CC=2)[C:9]2[N:13]([C@H:14]3[CH2:19][CH2:18][C@@H:17]([C:20](=[O:25])[NH:21][CH:22]([CH3:24])[CH3:23])[CH2:16][CH2:15]3)[C:12]3[CH:26]=[C:27]([O:30][CH2:31][C:32]4[CH:37]=[CH:36][C:35]([O:38][CH3:39])=[CH:34][CH:33]=4)[CH:28]=[CH:29][C:11]=3[N:10]=2)=[O:7])=[CH:4][CH:3]=1.O1CCOCC1.[OH-].[Na+]. Product: [F:1][C:2]1[CH:3]=[CH:4][C:5]([C:6]([NH:8][C:9]2[N:13]([C@H:14]3[CH2:19][CH2:18][C@@H:17]([C:20](=[O:25])[NH:21][CH:22]([CH3:24])[CH3:23])[CH2:16][CH2:15]3)[C:12]3[CH:26]=[C:27]([O:30][CH2:31][C:32]4[CH:33]=[CH:34][C:35]([O:38][CH3:39])=[CH:36][CH:37]=4)[CH:28]=[CH:29][C:11]=3[N:10]=2)=[O:7])=[CH:49][CH:50]=1. The catalyst class is: 5. (6) Reactant: [CH:1](=O)[C:2]1[CH:7]=[CH:6][CH:5]=[CH:4][CH:3]=1.[CH2:9]([O:11][C:12]([C@H:14]1[C@@H:19]([NH2:20])[C@H:18]2[CH2:21][C@@H:15]1[CH2:16][CH2:17]2)=[O:13])[CH3:10].C([BH3-])#N.[Na+]. Product: [CH2:9]([O:11][C:12]([C@H:14]1[C@@H:19]([NH:20][CH2:1][C:2]2[CH:7]=[CH:6][CH:5]=[CH:4][CH:3]=2)[C@H:18]2[CH2:21][C@@H:15]1[CH2:16][CH2:17]2)=[O:13])[CH3:10]. The catalyst class is: 404. (7) Reactant: Cl[C:2]1[CH:7]=[CH:6][C:5]([S:8](Cl)(=[O:10])=[O:9])=[CH:4][CH:3]=1.[NH2:12][C:13]1[CH:14]=[C:15]([CH2:27][C@H:28]([N:31]([CH2:43][C:44]2[CH:49]=[CH:48][CH:47]=[CH:46][CH:45]=2)[CH2:32][C@H:33]([OH:42])[CH2:34][O:35][C:36]2[CH:41]=[CH:40][CH:39]=[CH:38][CH:37]=2)[CH2:29][OH:30])[CH:16]=[CH:17][C:18]=1[O:19][CH2:20][C:21]1[CH:26]=[CH:25][CH:24]=[CH:23][CH:22]=1.N1C=CC=CC=1.C(=O)(O)[O-].[Na+]. Product: [CH2:20]([O:19][C:18]1[CH:17]=[CH:16][C:15]([CH2:27][C@H:28]([N:31]([CH2:32][C@H:33]([OH:42])[CH2:34][O:35][C:36]2[CH:41]=[CH:40][CH:39]=[CH:38][CH:37]=2)[CH2:43][C:44]2[CH:45]=[CH:46][CH:47]=[CH:48][CH:49]=2)[CH2:29][OH:30])=[CH:14][C:13]=1[NH:12][S:8]([C:5]1[CH:6]=[CH:7][CH:2]=[CH:3][CH:4]=1)(=[O:10])=[O:9])[C:21]1[CH:22]=[CH:23][CH:24]=[CH:25][CH:26]=1. The catalyst class is: 96.